This data is from Experimentally validated miRNA-target interactions with 360,000+ pairs, plus equal number of negative samples. The task is: Binary Classification. Given a miRNA mature sequence and a target amino acid sequence, predict their likelihood of interaction. (1) The miRNA is mmu-miR-1946b with sequence GCCGGGCAGUGGUGGCACAUGCUUUU. The protein sequence of the target gene is MIILIYLFLLLWEDTQGWGFKDGIFHNSIWLERAAGVYHREARSGKYKLTYAEAKAVCEFEGGHLATYKQLEAARKIGFHVCAAGWMAKGRVGYPIVKPGPNCGFGKTGIIDYGIRLNRSERWDAYCYNPHAKECGGVFTDPKQIFKSPGFPNEYEDNQICYWHIRLKYGQRIHLSFLDFDLEDDPGCLADYVEIYDSYDDVHGFVGRYCGDELPDDIISTGNVMTLKFLSDASVTAGGFQIKYVAMDPVSKSSQGKNTSTTSTGNKNFLAGRFSHL. Result: 0 (no interaction). (2) The miRNA is hsa-miR-4433a-3p with sequence ACAGGAGUGGGGGUGGGACAU. The protein sequence of the target gene is MPPKAPRRTAAAEPPPPPPPPPEDDPAQDSDPEELPLIRLEFEKIEEPEFIALCQKLKVPDHVRERAWLTWEKVSSVDGILEGYIQKKKELWGICIFIAAVDLDEMPFTFTELQKSIETSVYKFFDLLKEIDTSTKVDNAVSRLLKKYNVLCALYSKLERTCGLIYLTQPSSGLSTEINSMLVLKVSWITFLLAKGEVVQMEDDLVISFQLMLCVLDYFIKLSPPALLREPYKTAATPINGSPRTPRRGQNRSARIAKQLESDTRTIEVLCKEHECNVDEVKNVYFKNFIPFISSLGIVS.... Result: 0 (no interaction). (3) The miRNA is hsa-miR-1304-3p with sequence UCUCACUGUAGCCUCGAACCCC. The protein sequence of the target gene is MLAARLSRPLSQLPGKALSVRDRENGTRHTLLFYPASFSPDTRRTYASQADAASGKAILITGCDSGFGFSLAKHLHSKGFLVFAGCLMKDKGDAGVKELDSLKSDRLRTIQLNVCNSEEVEKAVETIRSGLKDPEKGMWGLVNNAGISTFGEVEFTSMETYKEVAEVNLWGTVRTTKSFLPLLRRAKGRVVNISSMLGRMANPARSPYCITKFGIEAFSDCLRYEMHPLGVKVSVVEPGNFIAATSLYSPERIQAIAKKMWDDLPEVVRKDYGRKYFDEKIAKMETYCNSGSTDTSSVIN.... Result: 0 (no interaction). (4) The miRNA is hsa-miR-221-3p with sequence AGCUACAUUGUCUGCUGGGUUUC. The protein sequence of the target gene is MGLTISSLFSRLFGKKQMRILMVGLDAAGKTTILYKLKLGEIVTTIPTIGFNVETVEYKNICFTVWDVGGQDRIRPLWKHYFQNTQGLIFVVDSNDRERIQEVADELQKMLLVDELRDAVLLLFANKQDLPNAMAISEMTDKLGLQSLRNRTWYVQATCATQGTGLYEGLDWLSNELSKR. Result: 1 (interaction).